This data is from Reaction yield outcomes from USPTO patents with 853,638 reactions. The task is: Predict the reaction yield, written as a fraction of the theoretical maximum amount of product (1.0 means a 100% yield; for example, 0.34 means a 34% yield). (1) The reactants are [H-].[Na+].[CH3:3][CH2:4][O:5][C:6]([CH:8](P(OCC)(OCC)=O)[CH3:9])=[O:7].[CH:18]([C:21]1[CH:28]=[CH:27][C:24]([CH:25]=O)=[CH:23][CH:22]=1)([CH3:20])[CH3:19].O. The catalyst is CN(C)C=O. The product is [CH:18]([C:21]1[CH:28]=[CH:27][C:24]([CH:25]=[C:8]([CH3:9])[C:6]([O:5][CH2:4][CH3:3])=[O:7])=[CH:23][CH:22]=1)([CH3:20])[CH3:19]. The yield is 0.960. (2) The reactants are Br[CH2:2][CH:3]1[CH2:5][CH2:4]1.C(=O)([O-])[O-].[Cs+].[Cs+].[OH:12][C:13]1[CH:18]=[CH:17][C:16]([C:19]2[C:24](=[O:25])[N:23]([CH2:26][C:27]3[CH:32]=[CH:31][C:30]([C:33]4[C:34]([C:39]#[N:40])=[CH:35][CH:36]=[CH:37][CH:38]=4)=[CH:29][CH:28]=3)[C:22]([CH2:41][CH2:42][CH3:43])=[N:21][C:20]=2[CH3:44])=[CH:15][CH:14]=1. The catalyst is CN(C)C=O.C(OCC)(=O)C. The product is [CH:5]1([CH2:4][O:12][C:13]2[CH:14]=[CH:15][C:16]([C:19]3[C:24](=[O:25])[N:23]([CH2:26][C:27]4[CH:32]=[CH:31][C:30]([C:33]5[C:34]([C:39]#[N:40])=[CH:35][CH:36]=[CH:37][CH:38]=5)=[CH:29][CH:28]=4)[C:22]([CH2:41][CH2:42][CH3:43])=[N:21][C:20]=3[CH3:44])=[CH:17][CH:18]=2)[CH2:3][CH2:2]1. The yield is 1.00. (3) The reactants are [C:1]([O:5][C:6]([NH:8][C:9]1[CH:14]=[CH:13][C:12]([S:15][C:16]2[CH:24]=[CH:23][C:19]([C:20](O)=[O:21])=[CH:18][C:17]=2[NH:25][C:26]2[C:27]3[CH:35]=[CH:34][C:33]([CH:36]([CH3:38])[CH3:37])=[N:32][C:28]=3[N:29]=[CH:30][N:31]=2)=[CH:11][CH:10]=1)=[O:7])([CH3:4])([CH3:3])[CH3:2].F[B-](F)(F)F.N1(OC(N(C)C)=[N+](C)C)C2C=CC=CC=2N=N1.[P:61]([O:79][C:80]([CH3:83])([CH3:82])[CH3:81])([O:74][C:75]([CH3:78])([CH3:77])[CH3:76])([O:63][CH2:64][C:65]([NH2:73])([C:67]1[CH:72]=[CH:71][CH:70]=[CH:69][CH:68]=1)[CH3:66])=[O:62].C(N(CC)C(C)C)(C)C. The catalyst is CS(C)=O.O. The product is [C:80]([O:79][P:61]([O:63][CH2:64][C:65]([NH:73][C:20]([C:19]1[CH:23]=[CH:24][C:16]([S:15][C:12]2[CH:13]=[CH:14][C:9]([NH:8][C:6](=[O:7])[O:5][C:1]([CH3:2])([CH3:4])[CH3:3])=[CH:10][CH:11]=2)=[C:17]([NH:25][C:26]2[C:27]3[CH:35]=[CH:34][C:33]([CH:36]([CH3:37])[CH3:38])=[N:32][C:28]=3[N:29]=[CH:30][N:31]=2)[CH:18]=1)=[O:21])([C:67]1[CH:68]=[CH:69][CH:70]=[CH:71][CH:72]=1)[CH3:66])([O:74][C:75]([CH3:78])([CH3:76])[CH3:77])=[O:62])([CH3:81])([CH3:82])[CH3:83]. The yield is 0.690.